Dataset: Forward reaction prediction with 1.9M reactions from USPTO patents (1976-2016). Task: Predict the product of the given reaction. (1) Given the reactants [CH2:1]([N:8]1[C:16]2[C:11](=[CH:12][CH:13]=[C:14]([OH:17])[CH:15]=2)[C:10]([C:18]([NH:20][CH2:21][C:22]2[CH:27]=[CH:26][C:25]([F:28])=[C:24]([F:29])[CH:23]=2)=[O:19])=[C:9]1[CH:30]([CH3:32])[CH3:31])[C:2]1[CH:7]=[CH:6][CH:5]=[CH:4][CH:3]=1.C([O-])([O-])=O.[K+].[K+].Br[C:40]1[S:41][CH:42]=[CH:43][N:44]=1.[OH-].[Na+], predict the reaction product. The product is: [CH2:1]([N:8]1[C:16]2[C:11](=[CH:12][CH:13]=[C:14]([O:17][C:40]3[S:41][CH:42]=[CH:43][N:44]=3)[CH:15]=2)[C:10]([C:18]([NH:20][CH2:21][C:22]2[CH:27]=[CH:26][C:25]([F:28])=[C:24]([F:29])[CH:23]=2)=[O:19])=[C:9]1[CH:30]([CH3:32])[CH3:31])[C:2]1[CH:7]=[CH:6][CH:5]=[CH:4][CH:3]=1. (2) Given the reactants C(OC([N:8]1[CH2:12][CH2:11][CH:10]([NH:13][C:14]([C:16]2[S:17][CH:18]=[CH:19][C:20]=2[NH:21][C:22]2[CH:27]=[CH:26][N:25]=[C:24]3[NH:28][CH:29]=[CH:30][C:23]=23)=[O:15])[CH2:9]1)=O)(C)(C)C.NC(C1C=[CH:46][C:45]([C:48]([F:51])([F:50])[F:49])=[CH:44][CH:43]=1)CNC(=O)OC(C)(C)C, predict the reaction product. The product is: [NH2:8][CH2:9][CH:10]([NH:13][C:14]([C:16]1[S:17][CH:18]=[CH:19][C:20]=1[NH:21][C:22]1[CH:27]=[CH:26][N:25]=[C:24]2[NH:28][CH:29]=[CH:30][C:23]=12)=[O:15])[C:11]1[CH:43]=[CH:44][C:45]([C:48]([F:51])([F:50])[F:49])=[CH:46][CH:12]=1.